The task is: Regression. Given two drug SMILES strings and cell line genomic features, predict the synergy score measuring deviation from expected non-interaction effect.. This data is from NCI-60 drug combinations with 297,098 pairs across 59 cell lines. Drug 1: CN1C(=O)N2C=NC(=C2N=N1)C(=O)N. Drug 2: CN(C(=O)NC(C=O)C(C(C(CO)O)O)O)N=O. Cell line: UACC-257. Synergy scores: CSS=0.598, Synergy_ZIP=-1.34, Synergy_Bliss=-2.64, Synergy_Loewe=-0.567, Synergy_HSA=-2.22.